This data is from Forward reaction prediction with 1.9M reactions from USPTO patents (1976-2016). The task is: Predict the product of the given reaction. (1) Given the reactants [ClH:1].C(OC([N:9]1[CH2:15][CH2:14][CH2:13][CH2:12][CH2:11][C@H:10]1[C:16](=[O:27])[NH:17][C:18]1[CH:22]=[C:21]([C:23]([CH3:26])([CH3:25])[CH3:24])[O:20][N:19]=1)=O)(C)(C)C, predict the reaction product. The product is: [ClH:1].[C:23]([C:21]1[O:20][N:19]=[C:18]([NH:17][C:16]([C@@H:10]2[CH2:11][CH2:12][CH2:13][CH2:14][CH2:15][NH:9]2)=[O:27])[CH:22]=1)([CH3:26])([CH3:24])[CH3:25]. (2) Given the reactants FC(F)(F)C(O)=O.C(OC([NH:15][C:16]1[C:25]([C:26]([O:28][CH3:29])=[O:27])=[C:24]2[C:19]([C:20]3([CH3:31])[CH2:30][CH:21]3[CH2:22][O:23]2)=[CH:18][CH:17]=1)=O)(C)(C)C, predict the reaction product. The product is: [NH2:15][C:16]1[C:25]([C:26]([O:28][CH3:29])=[O:27])=[C:24]2[C:19]([C:20]3([CH3:31])[CH2:30][CH:21]3[CH2:22][O:23]2)=[CH:18][CH:17]=1. (3) Given the reactants [Cl:1][C:2]1[CH:10]=[CH:9][C:8]([S:11]([CH3:14])(=[O:13])=[O:12])=[CH:7][C:3]=1[C:4]([OH:6])=O.[F:15][C:16]1([F:31])[CH2:21][CH2:20][C:19]([CH2:29][NH2:30])([C:22]2[CH:23]=[N:24][C:25]([F:28])=[CH:26][CH:27]=2)[CH2:18][CH2:17]1, predict the reaction product. The product is: [Cl:1][C:2]1[CH:10]=[CH:9][C:8]([S:11]([CH3:14])(=[O:13])=[O:12])=[CH:7][C:3]=1[C:4]([NH:30][CH2:29][C:19]1([C:22]2[CH:23]=[N:24][C:25]([F:28])=[CH:26][CH:27]=2)[CH2:20][CH2:21][C:16]([F:15])([F:31])[CH2:17][CH2:18]1)=[O:6].